This data is from Reaction yield outcomes from USPTO patents with 853,638 reactions. The task is: Predict the reaction yield, written as a fraction of the theoretical maximum amount of product (1.0 means a 100% yield; for example, 0.34 means a 34% yield). (1) The reactants are Cl[C:2]1[C:11]2[C:6](=[CH:7][C:8]([O:14][CH3:15])=[C:9]([O:12][CH3:13])[CH:10]=2)[N:5]=[CH:4][CH:3]=1.C([O:18][C:19]1[C:20](=[CH:24][C:25]([O:28][CH3:29])=[CH:26][CH:27]=1)[C:21]([OH:23])=[O:22])C.O.Cl[C:32]1C=CC=C[C:33]=1Cl. The catalyst is CN(C)C1C=CN=CC=1. The product is [CH3:13][O:12][C:9]1[CH:10]=[C:11]2[C:6](=[CH:7][C:8]=1[O:14][CH3:15])[N:5]=[CH:4][CH:3]=[C:2]2[O:18][C:19]1[CH:27]=[CH:26][C:25]([O:28][CH3:29])=[CH:24][C:20]=1[C:21]([O:23][CH2:32][CH3:33])=[O:22]. The yield is 0.170. (2) The reactants are [NH:1]1[CH2:6][CH2:5][NH:4][CH2:3][C:2]1=[O:7].Cl[CH2:9][C:10]1[N:14]=[C:13]([C:15]2[CH:20]=[CH:19][CH:18]=[C:17]([Cl:21])[CH:16]=2)[O:12][N:11]=1.C(=O)([O-])[O-].[K+].[K+]. The catalyst is C(#N)C.C(OCC)(=O)C. The product is [Cl:21][C:17]1[CH:16]=[C:15]([C:13]2[O:12][N:11]=[C:10]([CH2:9][N:4]3[CH2:5][CH2:6][NH:1][C:2](=[O:7])[CH2:3]3)[N:14]=2)[CH:20]=[CH:19][CH:18]=1. The yield is 0.240. (3) The reactants are [CH3:1][C:2]1[O:3][CH:4]=[CH:5][C:6]=1[CH3:7].C([Li])CCC.[C:13]([C:15]1[N:20]=[CH:19][CH:18]=[CH:17][N:16]=1)#N.Cl.C([O:24]CC)C. The catalyst is CCCCCC. The product is [CH3:7][C:6]1[CH:5]=[C:4]([C:13]([C:15]2[N:20]=[CH:19][CH:18]=[CH:17][N:16]=2)=[O:24])[O:3][C:2]=1[CH3:1]. The yield is 0.0700.